The task is: Predict the reaction yield, written as a fraction of the theoretical maximum amount of product (1.0 means a 100% yield; for example, 0.34 means a 34% yield).. This data is from Reaction yield outcomes from USPTO patents with 853,638 reactions. The reactants are [Cl:1][CH2:2][CH:3]1[C:11]2[C:10]3[CH:12]=[CH:13][C:14]([C:16]#[N:17])=[CH:15][C:9]=3[CH:8]=[CH:7][C:6]=2[N:5](C(OC(C)(C)C)=O)[CH2:4]1.[N+:25]([O-])([O-:27])=[O:26].[K+].N. The catalyst is OS(O)(=O)=O. The product is [Cl:1][CH2:2][CH:3]1[C:11]2[C:10]3[CH:12]=[CH:13][C:14]([C:16]#[N:17])=[CH:15][C:9]=3[C:8]([N+:25]([O-:27])=[O:26])=[CH:7][C:6]=2[NH:5][CH2:4]1. The yield is 0.620.